Dataset: Peptide-MHC class II binding affinity with 134,281 pairs from IEDB. Task: Regression. Given a peptide amino acid sequence and an MHC pseudo amino acid sequence, predict their binding affinity value. This is MHC class II binding data. (1) The peptide sequence is FSNVYLFAKDKSGPL. The MHC is DRB1_1201 with pseudo-sequence DRB1_1201. The binding affinity (normalized) is 0.348. (2) The peptide sequence is EFKVAATAANAAPAN. The MHC is DRB1_1001 with pseudo-sequence DRB1_1001. The binding affinity (normalized) is 0.615. (3) The peptide sequence is LWNGPMAVSMTGVMR. The MHC is DRB1_1101 with pseudo-sequence DRB1_1101. The binding affinity (normalized) is 0.266. (4) The peptide sequence is EKKAFAATQFEPLAA. The MHC is DRB1_0101 with pseudo-sequence DRB1_0101. The binding affinity (normalized) is 0.410. (5) The peptide sequence is PGESRHTSDHMSIYK. The MHC is HLA-DPA10201-DPB10501 with pseudo-sequence HLA-DPA10201-DPB10501. The binding affinity (normalized) is 0.136. (6) The peptide sequence is LSYRSLQPETFAVVD. The MHC is HLA-DQA10102-DQB10602 with pseudo-sequence HLA-DQA10102-DQB10602. The binding affinity (normalized) is 0.181.